This data is from Full USPTO retrosynthesis dataset with 1.9M reactions from patents (1976-2016). The task is: Predict the reactants needed to synthesize the given product. (1) Given the product [CH3:1][O:2][C:3]([C:4]1[N:20]=[C:17]([CH3:18])[S:19][C:5]=1[C:6]1[CH:11]=[CH:10][C:9]([O:12][CH3:13])=[CH:8][CH:7]=1)=[O:16], predict the reactants needed to synthesize it. The reactants are: [CH3:1][O:2][C:3](=[O:16])[C:4](=O)[CH:5](Cl)[C:6]1[CH:11]=[CH:10][C:9]([O:12][CH3:13])=[CH:8][CH:7]=1.[C:17]([NH2:20])(=[S:19])[CH3:18]. (2) Given the product [Cl:1][C:2]1[CH:7]=[CH:6][C:5]([NH:8][C:9](=[O:27])[CH2:10][CH2:11][C:12]2[CH:17]=[CH:16][C:15]([O:18][C:19]3[CH:24]=[CH:23][N:22]=[C:21]([C:25]([NH:33][OH:34])=[NH:26])[CH:20]=3)=[CH:14][CH:13]=2)=[CH:4][C:3]=1[C:28]([F:31])([F:29])[F:30], predict the reactants needed to synthesize it. The reactants are: [Cl:1][C:2]1[CH:7]=[CH:6][C:5]([NH:8][C:9](=[O:27])[CH2:10][CH2:11][C:12]2[CH:17]=[CH:16][C:15]([O:18][C:19]3[CH:24]=[CH:23][N:22]=[C:21]([C:25]#[N:26])[CH:20]=3)=[CH:14][CH:13]=2)=[CH:4][C:3]=1[C:28]([F:31])([F:30])[F:29].Cl.[NH2:33][OH:34].CCN(C(C)C)C(C)C. (3) Given the product [CH2:6]([N:8]1[CH2:12][CH2:11][CH2:10][CH:9]1[C:13]1[CH:14]=[CH:15][C:16]([NH2:19])=[CH:17][CH:18]=1)[CH:20]=[CH2:21], predict the reactants needed to synthesize it. The reactants are: C(O[C:6]([N:8]1[CH2:12][CH2:11][CH2:10][CH:9]1[C:13]1[CH:18]=[CH:17][C:16]([NH2:19])=[CH:15][CH:14]=1)=O)(C)(C)C.[CH2:20](N1CCCC1C1C=CC(Br)=CC=1)[CH:21]=C. (4) Given the product [CH2:39]([N:41]1[CH2:42][CH2:43][N:44]([CH2:47][C:48]2[CH:53]=[CH:52][C:51]([NH:54][C:55]([N:57]3[C:62]4[C:61](=[CH:80][CH:79]=[C:78]([I:77])[CH:86]=4)[CH2:59][CH2:58]3)=[O:56])=[CH:50][C:49]=2[C:65]([F:67])([F:66])[F:68])[CH2:45][CH2:46]1)[CH3:40], predict the reactants needed to synthesize it. The reactants are: ClC(Cl)(OC(=O)OC(Cl)(Cl)Cl)Cl.C([O-])([O-])=O.[Na+].[Na+].C(N1CCN(CC2C=CC(N)=CC=2C(F)(F)F)CC1)C.[CH2:39]([N:41]1[CH2:46][CH2:45][N:44]([CH2:47][C:48]2[CH:53]=[CH:52][C:51]([NH:54][C:55]([N:57]3[CH2:62][CH2:61]N(CC)[CH2:59][CH2:58]3)=[O:56])=[CH:50][C:49]=2[C:65]([F:68])([F:67])[F:66])[CH2:43][CH2:42]1)[CH3:40].C(N1CCNCC1)C.[I:77][C:78]1[CH:86]=C2C(CCN2)=[CH:80][CH:79]=1.